This data is from Forward reaction prediction with 1.9M reactions from USPTO patents (1976-2016). The task is: Predict the product of the given reaction. (1) Given the reactants [CH3:1][CH2:2][C@@H:3]1[NH:46][C:44](=[O:45])[C@H:43]([C@H:47]([OH:54])[C@@H:48]([CH2:50]/[CH:51]=[CH:52]/[CH3:53])[CH3:49])[N:42]([CH3:55])[C:40](=[O:41])[C@H:39]([CH:56]([CH3:58])[CH3:57])[N:38]([CH3:59])[C:36](=[O:37])[C@H:35]([CH2:60][CH:61]([CH3:63])[CH3:62])[N:34]([CH3:64])[C:32](=[O:33])[C@H:31]([CH2:65][CH:66]([CH3:68])[CH3:67])[N:30]([CH3:69])[C:28](=[O:29])[C@@H:27]([CH3:70])[NH:26][C:24](=[O:25])[C@H:23]([CH3:71])[NH:22][C:20](=[O:21])[C@H:19]([CH2:72][CH:73]([CH3:75])[CH3:74])[N:18]([CH3:76])[C:16](=[O:17])[C@H:15]([CH:77]([CH3:79])[CH3:78])[NH:14][C:12](=[O:13])[C@H:11]([CH2:80][CH:81]([CH3:83])[CH3:82])[N:10]([CH3:84])[C:8](=[O:9])[CH2:7][N:6]([CH3:85])[C:4]1=[O:5].[OH2:86], predict the reaction product. The product is: [CH2:43]([OH:86])[CH:47]([OH:54])[CH3:48].[CH3:1][CH2:2][C@@H:3]1[NH:46][C:44](=[O:45])[C@H:43]([C@H:47]([OH:54])[C@@H:48]([CH2:50]/[CH:51]=[CH:52]/[CH3:53])[CH3:49])[N:42]([CH3:55])[C:40](=[O:41])[C@H:39]([CH:56]([CH3:57])[CH3:58])[N:38]([CH3:59])[C:36](=[O:37])[C@H:35]([CH2:60][CH:61]([CH3:62])[CH3:63])[N:34]([CH3:64])[C:32](=[O:33])[C@H:31]([CH2:65][CH:66]([CH3:68])[CH3:67])[N:30]([CH3:69])[C:28](=[O:29])[C@@H:27]([CH3:70])[NH:26][C:24](=[O:25])[C@H:23]([CH3:71])[NH:22][C:20](=[O:21])[C@H:19]([CH2:72][CH:73]([CH3:75])[CH3:74])[N:18]([CH3:76])[C:16](=[O:17])[C@H:15]([CH:77]([CH3:79])[CH3:78])[NH:14][C:12](=[O:13])[C@H:11]([CH2:80][CH:81]([CH3:83])[CH3:82])[N:10]([CH3:84])[C:8](=[O:9])[CH2:7][N:6]([CH3:85])[C:4]1=[O:5]. (2) Given the reactants [CH3:1][C:2]1[O:6][C:5]([C:7]([NH2:9])=O)=[N:4][CH:3]=1.O=P(Cl)(Cl)Cl.Cl.N1C=CC=C[CH:17]=1, predict the reaction product. The product is: [CH3:17][C:3]1[N:4]=[C:5]([C:7]#[N:9])[O:6][C:2]=1[CH3:1]. (3) Given the reactants [CH2:1]([O:8][C:9]1[CH:13]=[C:12]([CH:14]=O)[N:11]([CH3:16])[N:10]=1)[C:2]1[CH:7]=[CH:6][CH:5]=[CH:4][CH:3]=1.C(OP([CH2:25][C:26]([O:28][CH2:29][CH3:30])=[O:27])(OCC)=O)C.CN(C)C=O.[H-].[Na+], predict the reaction product. The product is: [CH2:1]([O:8][C:9]1[CH:13]=[C:12](/[CH:14]=[CH:25]/[C:26]([O:28][CH2:29][CH3:30])=[O:27])[N:11]([CH3:16])[N:10]=1)[C:2]1[CH:7]=[CH:6][CH:5]=[CH:4][CH:3]=1. (4) Given the reactants [CH3:1][C:2]1[O:6][C:5]([C:7]([NH:9][C:10]([C:13]2[N:19]([CH3:20])[C:17](=[O:18])[C:16]([OH:21])=[C:15]([C:22]([NH:24][CH2:25][C:26]3[CH:27]=[CH:28][C:29]([F:32])=[CH:30][CH:31]=3)=[O:23])[N:14]=2)([CH3:12])[CH3:11])=[O:8])=[N:4][N:3]=1.C(O)C.C(#N)C.C([O-])(=O)C.[Ca+2:43].C([O-])(=O)C, predict the reaction product. The product is: [CH3:1][C:2]1[O:6][C:5]([C:7]([NH:9][C:10]([C:13]2[N:19]([CH3:20])[C:17](=[O:18])[C:16]([OH:21])=[C:15]([C:22]([NH:24][CH2:25][C:26]3[CH:27]=[CH:28][C:29]([F:32])=[CH:30][CH:31]=3)=[O:23])[N:14]=2)([CH3:12])[CH3:11])=[O:8])=[N:4][N:3]=1.[Ca:43]. (5) Given the reactants [CH3:1][O:2][C:3]1[CH:4]=[C:5]2[C:9](=[CH:10][CH:11]=1)[CH2:8][C:7](=O)[CH2:6]2.[NH:13]1[CH2:18][CH2:17][CH2:16][CH2:15][CH2:14]1.C(O[BH-](OC(=O)C)OC(=O)C)(=O)C.[Na+], predict the reaction product. The product is: [CH3:1][O:2][C:3]1[CH:4]=[C:5]2[C:9](=[CH:10][CH:11]=1)[CH2:8][CH:7]([N:13]1[CH2:18][CH2:17][CH2:16][CH2:15][CH2:14]1)[CH2:6]2.